From a dataset of Forward reaction prediction with 1.9M reactions from USPTO patents (1976-2016). Predict the product of the given reaction. (1) Given the reactants [F:1][C:2]([F:16])([CH:13]([F:15])[F:14])[CH2:3][O:4][C:5]1[CH:12]=[CH:11][C:8]([CH:9]=O)=[CH:7][CH:6]=1.[C@H:17]12[CH2:23][C@H:20]([NH:21][CH2:22]1)[CH2:19][N:18]2[CH2:24][C:25]1[CH:34]=[CH:33][C:28]([C:29]([O:31][CH3:32])=[O:30])=[CH:27][CH:26]=1.C(O[BH-](OC(=O)C)OC(=O)C)(=O)C.[Na+].C(=O)(O)[O-].[Na+], predict the reaction product. The product is: [F:1][C:2]([F:16])([CH:13]([F:15])[F:14])[CH2:3][O:4][C:5]1[CH:12]=[CH:11][C:8]([CH2:9][N:21]2[CH2:22][C@@H:17]3[CH2:23][C@H:20]2[CH2:19][N:18]3[CH2:24][C:25]2[CH:34]=[CH:33][C:28]([C:29]([O:31][CH3:32])=[O:30])=[CH:27][CH:26]=2)=[CH:7][CH:6]=1. (2) The product is: [Cl:1][C:2]1[C:3]2[C:4]3[C:5](=[C:23]([CH3:26])[O:24][N:25]=3)[C:6](=[O:22])[N:7]([CH:12]3[CH2:17][CH2:16][CH2:15][N:14]([CH2:18][C:19]([NH:27][C:28]4[CH:29]=[N:30][CH:31]=[CH:32][CH:33]=4)=[O:21])[CH2:13]3)[C:8]=2[CH:9]=[CH:10][CH:11]=1. Given the reactants [Cl:1][C:2]1[C:3]2[C:4]3[C:5](=[C:23]([CH3:26])[O:24][N:25]=3)[C:6](=[O:22])[N:7]([CH:12]3[CH2:17][CH2:16][CH2:15][N:14]([CH2:18][C:19]([OH:21])=O)[CH2:13]3)[C:8]=2[CH:9]=[CH:10][CH:11]=1.[NH2:27][C:28]1[CH:29]=[N:30][CH:31]=[CH:32][CH:33]=1.Cl.CN(C)CCCN=C=NCC.ON1C2N=CC=CC=2N=N1.C(N(CC)CC)C, predict the reaction product. (3) The product is: [O:18]=[C:17]1[N:8]([CH2:1][C:2]2[CH:7]=[CH:6][CH:5]=[CH:4][CH:3]=2)[C@H:9]([C:12]([OH:14])=[O:13])[CH2:10][O:11][CH2:16]1. Given the reactants [CH2:1]([NH:8][C@H:9]([C:12]([OH:14])=[O:13])[CH2:10][OH:11])[C:2]1[CH:7]=[CH:6][CH:5]=[CH:4][CH:3]=1.Cl[CH2:16][C:17](Cl)=[O:18], predict the reaction product. (4) Given the reactants [CH3:1][N:2]1[C:6]([C:7]2[CH:8]=[C:9]([NH:15][C:16]([NH:18][C:19]3[CH:24]=[CH:23][C:22]([Cl:25])=[CH:21][CH:20]=3)=[O:17])[CH:10]=[CH:11][C:12]=2[O:13]C)=[CH:5][CH:4]=[N:3]1.ClC(Cl)C.BrB(Br)Br, predict the reaction product. The product is: [CH3:1][N:2]1[C:6]([C:7]2[CH:8]=[C:9]([NH:15][C:16]([NH:18][C:19]3[CH:20]=[CH:21][C:22]([Cl:25])=[CH:23][CH:24]=3)=[O:17])[CH:10]=[CH:11][C:12]=2[OH:13])=[CH:5][CH:4]=[N:3]1. (5) Given the reactants Cl[C:2]1[C:7]([O:8][C:9]2[CH:14]=[C:13]([O:15][CH3:16])[CH:12]=[CH:11][C:10]=2[Cl:17])=[C:6]([Cl:18])[N:5]=[CH:4][N:3]=1.[K].[CH3:20][O:21][CH2:22][CH2:23][NH:24][S:25](=[O:28])(=[O:27])[NH2:26], predict the reaction product. The product is: [Cl:18][C:6]1[N:5]=[CH:4][N:3]=[C:2]([NH:26][S:25](=[O:28])(=[O:27])[NH:24][CH2:23][CH2:22][O:21][CH3:20])[C:7]=1[O:8][C:9]1[CH:14]=[C:13]([O:15][CH3:16])[CH:12]=[CH:11][C:10]=1[Cl:17]. (6) Given the reactants C([O:8][C@@H:9]1[C@@H:17]([C@:18]([OH:24])([CH3:23])[C:19]([F:22])([F:21])[F:20])[O:16][C@H:15]2[C@H:11]([N:12]=[C:13]([N:25](C)[C:26](=O)OC(C)(C)C)[S:14]2)[C@H:10]1[F:34])C1C=CC=CC=1.B(Cl)(Cl)Cl, predict the reaction product. The product is: [F:34][C@@H:10]1[C@H:11]2[N:12]=[C:13]([NH:25][CH3:26])[S:14][C@H:15]2[O:16][C@H:17]([C@:18]([OH:24])([CH3:23])[C:19]([F:22])([F:21])[F:20])[C@H:9]1[OH:8]. (7) Given the reactants [CH2:1]([C:3]([C:10]1[CH:15]=[CH:14][CH:13]=[C:12]([N+:16]([O-:18])=[O:17])[CH:11]=1)([CH2:7][CH2:8][OH:9])[CH2:4][CH2:5][OH:6])[CH3:2].C(N(CC)CC)C.[CH3:26][S:27](Cl)(=[O:29])=[O:28], predict the reaction product. The product is: [CH3:26][S:27]([O:6][CH2:5][CH2:4][C:3]([CH2:1][CH3:2])([C:10]1[CH:15]=[CH:14][CH:13]=[C:12]([N+:16]([O-:18])=[O:17])[CH:11]=1)[CH2:7][CH2:8][O:9][S:27]([CH3:26])(=[O:29])=[O:28])(=[O:29])=[O:28].